This data is from Forward reaction prediction with 1.9M reactions from USPTO patents (1976-2016). The task is: Predict the product of the given reaction. Given the reactants [NH:1]1[CH:5]=[CH:4][N:3]=[CH:2]1.Cl.[CH3:7][NH:8][CH3:9].Cl.C=O.[OH-].[K+].[C:15]([O-])([O-])=O.[K+].[K+], predict the reaction product. The product is: [N:1]1([CH2:7][N:8]([CH3:15])[CH3:9])[CH:5]=[CH:4][N:3]=[CH:2]1.